Dataset: Full USPTO retrosynthesis dataset with 1.9M reactions from patents (1976-2016). Task: Predict the reactants needed to synthesize the given product. Given the product [CH2:30]([N:19]([CH2:17][CH3:18])[C:20]1[CH:21]=[C:22]([C:23]2[O:11][N:10]=[C:9]([C:7]3[CH:6]=[CH:5][C:4]([NH:13][C:14](=[O:16])[CH3:15])=[C:3]([CH2:1][CH3:2])[CH:8]=3)[N:12]=2)[CH:26]=[C:27]([CH3:29])[N:28]=1)[CH3:31], predict the reactants needed to synthesize it. The reactants are: [CH2:1]([C:3]1[CH:8]=[C:7]([C:9](=[NH:12])[NH:10][OH:11])[CH:6]=[CH:5][C:4]=1[NH:13][C:14](=[O:16])[CH3:15])[CH3:2].[CH2:17]([N:19]([CH2:30][CH3:31])[C:20]1[CH:21]=[C:22]([CH:26]=[C:27]([CH3:29])[N:28]=1)[C:23](O)=O)[CH3:18].